Dataset: Forward reaction prediction with 1.9M reactions from USPTO patents (1976-2016). Task: Predict the product of the given reaction. Given the reactants [N:1]1[CH:6]=[CH:5][CH:4]=[CH:3][C:2]=1[C:7]([OH:9])=[O:8].CCN=C=NCCCN(C)C.C1C=CC2N(O)N=NC=2C=1.[NH2:31][CH:32]1[CH:37]([CH3:38])[CH2:36][N:35]([C:39]([O:41][CH2:42][C:43]2[CH:48]=[CH:47][CH:46]=[CH:45][CH:44]=2)=[O:40])[CH2:34][CH:33]1[OH:49].[NH2:50][CH:51]1[CH:56]([OH:57])[CH:55]([CH3:58])[CH2:54][N:53]([C:59]([O:61][CH2:62][C:63]2[CH:68]=[CH:67][CH:66]=[CH:65][CH:64]=2)=[O:60])[CH2:52]1, predict the reaction product. The product is: [OH:57][CH:56]1[CH:51]([NH:50][C:7](=[O:9])[C:2]2[CH:3]=[CH:4][CH:5]=[CH:6][N:1]=2)[CH2:52][N:53]([C:59]([O:61][CH2:62][C:63]2[CH:68]=[CH:67][CH:66]=[CH:65][CH:64]=2)=[O:60])[CH2:54][CH:55]1[CH3:58].[OH:49][CH:33]1[CH:32]([NH:31][C:7](=[O:8])[C:2]2[CH:3]=[CH:4][CH:5]=[CH:6][N:1]=2)[CH:37]([CH3:38])[CH2:36][N:35]([C:39]([O:41][CH2:42][C:43]2[CH:48]=[CH:47][CH:46]=[CH:45][CH:44]=2)=[O:40])[CH2:34]1.